This data is from Reaction yield outcomes from USPTO patents with 853,638 reactions. The task is: Predict the reaction yield, written as a fraction of the theoretical maximum amount of product (1.0 means a 100% yield; for example, 0.34 means a 34% yield). (1) The reactants are [C:1]1([NH:7][N:8]=[C:9]([C:12]#[N:13])[C:10]#[N:11])[CH:6]=[CH:5][CH:4]=[CH:3][CH:2]=1.NC1C=CC=CC=1.C(#N)CC#N.[NH:26]([C:28]1[CH:36]=[CH:35][C:31]([C:32]([OH:34])=[O:33])=[CH:30][CH:29]=1)[NH2:27]. No catalyst specified. The product is [NH2:11][C:10]1[C:9]([N:8]=[N:7][C:1]2[CH:2]=[CH:3][CH:4]=[CH:5][CH:6]=2)=[C:12]([NH2:13])[N:26]([C:28]2[CH:29]=[CH:30][C:31]([C:32]([OH:34])=[O:33])=[CH:35][CH:36]=2)[N:27]=1. The yield is 0.140. (2) The reactants are Cl[C:2]1[N:6]([CH3:7])[C:5]2[C:8]([CH:14]([CH2:17][CH3:18])[CH2:15][CH3:16])=[CH:9][CH:10]=[C:11]([C:12]#[N:13])[C:4]=2[N:3]=1.[Cl:19][C:20]1[CH:26]=[C:25]([CH3:27])[C:23]([NH2:24])=[C:22]([O:28][CH3:29])[CH:21]=1.CN1CCCC1=O. The catalyst is C(=O)([O-])O.[Na+]. The product is [Cl:19][C:20]1[CH:26]=[C:25]([CH3:27])[C:23]([NH:24][C:2]2[N:6]([CH3:7])[C:5]3[C:8]([CH:14]([CH2:17][CH3:18])[CH2:15][CH3:16])=[CH:9][CH:10]=[C:11]([C:12]#[N:13])[C:4]=3[N:3]=2)=[C:22]([O:28][CH3:29])[CH:21]=1. The yield is 0.440.